This data is from Merck oncology drug combination screen with 23,052 pairs across 39 cell lines. The task is: Regression. Given two drug SMILES strings and cell line genomic features, predict the synergy score measuring deviation from expected non-interaction effect. (1) Drug 1: O=S1(=O)NC2(CN1CC(F)(F)F)C1CCC2Cc2cc(C=CCN3CCC(C(F)(F)F)CC3)ccc2C1. Drug 2: N#Cc1ccc(Cn2cncc2CN2CCN(c3cccc(Cl)c3)C(=O)C2)cc1. Cell line: UWB1289BRCA1. Synergy scores: synergy=11.4. (2) Drug 1: O=C(O)C1(Cc2cccc(Nc3nccs3)n2)CCC(Oc2cccc(Cl)c2F)CC1. Drug 2: CCc1cnn2c(NCc3ccc[n+]([O-])c3)cc(N3CCCCC3CCO)nc12. Cell line: PA1. Synergy scores: synergy=-8.33. (3) Drug 1: CS(=O)(=O)CCNCc1ccc(-c2ccc3ncnc(Nc4ccc(OCc5cccc(F)c5)c(Cl)c4)c3c2)o1. Drug 2: O=C(O)C1(Cc2cccc(Nc3nccs3)n2)CCC(Oc2cccc(Cl)c2F)CC1. Cell line: A2058. Synergy scores: synergy=-0.594.